This data is from Full USPTO retrosynthesis dataset with 1.9M reactions from patents (1976-2016). The task is: Predict the reactants needed to synthesize the given product. Given the product [C:1]([C:3]1([NH:6][C:7](=[O:38])[C@H:8]([CH2:33][C:34]([F:37])([CH3:35])[CH3:36])[NH:9][C@@H:10]([C:15]2[CH:20]=[CH:19][C:18]([C:21]3[CH:26]=[CH:25][C:24]([C@:27]([OH:32])([CH3:31])[CH:28]([F:30])[F:29])=[CH:23][CH:22]=3)=[CH:17][CH:16]=2)[C:11]([F:14])([F:13])[F:12])[CH2:5][CH2:4]1)#[N:2], predict the reactants needed to synthesize it. The reactants are: [C:1]([C:3]1([NH:6][C:7](=[O:38])[C@H:8]([CH2:33][C:34]([F:37])([CH3:36])[CH3:35])[NH:9][C@@H:10]([C:15]2[CH:20]=[CH:19][C:18]([C:21]3[CH:26]=[CH:25][C:24]([C:27]([OH:32])([CH3:31])[CH:28]([F:30])[F:29])=[CH:23][CH:22]=3)=[CH:17][CH:16]=2)[C:11]([F:14])([F:13])[F:12])[CH2:5][CH2:4]1)#[N:2].